From a dataset of NCI-60 drug combinations with 297,098 pairs across 59 cell lines. Regression. Given two drug SMILES strings and cell line genomic features, predict the synergy score measuring deviation from expected non-interaction effect. (1) Synergy scores: CSS=7.27, Synergy_ZIP=-3.81, Synergy_Bliss=7.59, Synergy_Loewe=-23.7, Synergy_HSA=-1.75. Cell line: HOP-62. Drug 2: CS(=O)(=O)OCCCCOS(=O)(=O)C. Drug 1: C1C(C(OC1N2C=C(C(=O)NC2=O)F)CO)O. (2) Drug 1: CN(C)N=NC1=C(NC=N1)C(=O)N. Drug 2: C1=NC2=C(N=C(N=C2N1C3C(C(C(O3)CO)O)F)Cl)N. Cell line: SR. Synergy scores: CSS=-4.82, Synergy_ZIP=-2.67, Synergy_Bliss=-9.74, Synergy_Loewe=-15.7, Synergy_HSA=-11.1. (3) Drug 1: CC1=CC2C(CCC3(C2CCC3(C(=O)C)OC(=O)C)C)C4(C1=CC(=O)CC4)C. Drug 2: CN(C)N=NC1=C(NC=N1)C(=O)N. Cell line: OVCAR-4. Synergy scores: CSS=7.60, Synergy_ZIP=2.98, Synergy_Bliss=7.24, Synergy_Loewe=7.16, Synergy_HSA=7.19.